This data is from Forward reaction prediction with 1.9M reactions from USPTO patents (1976-2016). The task is: Predict the product of the given reaction. (1) The product is: [F:23][C:20]1[CH:21]=[CH:22][C:15]([N:14]=[C:9]2[CH2:10][CH2:11][CH2:12][N:8]2[CH2:1][C:2]2[CH:7]=[CH:6][CH:5]=[CH:4][CH:3]=2)=[C:16]([CH:19]=1)[C:17]#[N:18]. Given the reactants [CH2:1]([N:8]1[CH2:12][CH2:11][CH2:10][C:9]1=O)[C:2]1[CH:7]=[CH:6][CH:5]=[CH:4][CH:3]=1.[NH2:14][C:15]1[CH:22]=[CH:21][C:20]([F:23])=[CH:19][C:16]=1[C:17]#[N:18].[OH-].[Na+], predict the reaction product. (2) Given the reactants C[Al](C)C.[CH:5]([NH2:8])([CH3:7])[CH3:6].[CH3:9][C:10]1[O:14][N:13]=[C:12]([C:15]2[CH:20]=[CH:19][CH:18]=[CH:17][CH:16]=2)[C:11]=1[CH2:21][CH2:22][C:23]1[CH:31]=[CH:30][C:26]([C:27](O)=[O:28])=[CH:25][N:24]=1, predict the reaction product. The product is: [CH:5]([NH:8][C:27](=[O:28])[C:26]1[CH:30]=[CH:31][C:23]([CH2:22][CH2:21][C:11]2[C:12]([C:15]3[CH:20]=[CH:19][CH:18]=[CH:17][CH:16]=3)=[N:13][O:14][C:10]=2[CH3:9])=[N:24][CH:25]=1)([CH3:7])[CH3:6]. (3) Given the reactants C([O:3][C:4](=[O:23])[C:5]([S:14][C:15]1[CH:20]=[CH:19][C:18]([O:21][CH3:22])=[CH:17][CH:16]=1)([CH3:13])[CH2:6][C:7]1[CH:12]=[CH:11][CH:10]=[CH:9][CH:8]=1)C.[OH-].[Na+], predict the reaction product. The product is: [CH3:22][O:21][C:18]1[CH:17]=[CH:16][C:15]([S:14][C:5]([CH3:13])([CH2:6][C:7]2[CH:12]=[CH:11][CH:10]=[CH:9][CH:8]=2)[C:4]([OH:23])=[O:3])=[CH:20][CH:19]=1. (4) Given the reactants C[O:2][C:3]1[CH:8]=[CH:7][C:6]([CH2:9][CH2:10][C:11]([OH:13])=[O:12])=[CH:5][C:4]=1[C:14]1[CH:23]=[CH:22][C:21]2[C:16](=[CH:17][CH:18]=[CH:19][CH:20]=2)[CH:15]=1.N1C=CC=C[CH:25]=1.Cl.S(Cl)(Cl)=O, predict the reaction product. The product is: [OH:2][C:3]1[CH:8]=[CH:7][C:6]([CH2:9][CH2:10][C:11]([O:13][CH3:25])=[O:12])=[CH:5][C:4]=1[C:14]1[CH:23]=[CH:22][C:21]2[C:16](=[CH:17][CH:18]=[CH:19][CH:20]=2)[CH:15]=1. (5) Given the reactants C([O:5][C:6]([NH:8][CH2:9][CH2:10][CH:11]([C:19]1[CH:20]=[N:21][N:22]2[CH2:27][CH2:26][CH2:25][N:24](C(OC(C)(C)C)=O)[C:23]=12)[NH:12][C:13](=[O:18])[C:14]([F:17])([F:16])[F:15])=[O:7])CCC.[C:35]1(OC)[CH:40]=[CH:39]C=CC=1.F[C:44](F)(F)C(O)=O.O, predict the reaction product. The product is: [N:21]1[N:22]2[CH2:27][CH2:26][CH2:25][NH:24][C:23]2=[C:19]([CH:11]([NH:12][C:13](=[O:18])[C:14]([F:15])([F:17])[F:16])[CH2:10][CH2:9][NH:8][C:6](=[O:7])[O:5][C:40]([CH3:39])([CH3:35])[CH3:44])[CH:20]=1.